From a dataset of TCR-epitope binding with 47,182 pairs between 192 epitopes and 23,139 TCRs. Binary Classification. Given a T-cell receptor sequence (or CDR3 region) and an epitope sequence, predict whether binding occurs between them. (1) The epitope is PROT_97E67BCC. The TCR CDR3 sequence is CASSLEDRRDTGELFF. Result: 0 (the TCR does not bind to the epitope). (2) The epitope is AYAQKIFKI. The TCR CDR3 sequence is CASSPEDYNEQFF. Result: 0 (the TCR does not bind to the epitope). (3) The epitope is LLSAGIFGA. The TCR CDR3 sequence is CASSQDEWGAASSYNEQFF. Result: 0 (the TCR does not bind to the epitope).